From a dataset of Full USPTO retrosynthesis dataset with 1.9M reactions from patents (1976-2016). Predict the reactants needed to synthesize the given product. (1) Given the product [CH3:36][O:35][N:34]([CH3:33])[C:4](=[O:6])[CH:3]([O:2][CH3:1])[C:7]1[CH:16]=[CH:15][CH:14]=[C:13]2[C:8]=1[CH:9]=[CH:10][CH:11]=[N:12]2, predict the reactants needed to synthesize it. The reactants are: [CH3:1][O:2][CH:3]([C:7]1[CH:16]=[CH:15][CH:14]=[C:13]2[C:8]=1[CH:9]=[CH:10][CH:11]=[N:12]2)[C:4]([OH:6])=O.CN1CCOCC1.ClC(OCC(C)C)=O.Cl.[CH3:33][NH:34][O:35][CH3:36]. (2) Given the product [CH2:1]([O:8][C:9]1[C:10]([NH:16][C:17]2[S:18][CH:21]=[C:22]([CH3:23])[N:19]=2)=[N:11][CH:12]=[C:13]([Br:15])[N:14]=1)[C:2]1[CH:3]=[CH:4][CH:5]=[CH:6][CH:7]=1, predict the reactants needed to synthesize it. The reactants are: [CH2:1]([O:8][C:9]1[C:10]([NH:16][C:17]([NH2:19])=[S:18])=[N:11][CH:12]=[C:13]([Br:15])[N:14]=1)[C:2]1[CH:7]=[CH:6][CH:5]=[CH:4][CH:3]=1.Cl[CH2:21][C:22](=O)[CH3:23].C(N(CC)CC)C. (3) Given the product [O:7]=[C:4]1[CH2:5][CH2:6][O:1][CH2:2][CH:3]1[C:42]([O:41][CH2:39][CH3:40])=[O:45], predict the reactants needed to synthesize it. The reactants are: [O:1]1[CH2:6][CH2:5][C:4](=[O:7])[CH2:3][CH2:2]1.[Li+].CC([N-]C(C)C)C.C(NC(C)C)(C)C.[Li]CCCC.CN(P(N(C)C)(N(C)C)=O)C.[CH2:39]([O:41][C:42](=[O:45])C#N)[CH3:40]. (4) Given the product [C:8]([C:4]1[CH:3]=[C:2]([NH:1][C:13]2[CH:22]=[CH:21][C:20]([O:23][CH3:24])=[CH:19][C:14]=2[C:15]([O:17][CH3:18])=[O:16])[N:6]([CH3:7])[N:5]=1)([CH3:11])([CH3:10])[CH3:9], predict the reactants needed to synthesize it. The reactants are: [NH2:1][C:2]1[N:6]([CH3:7])[N:5]=[C:4]([C:8]([CH3:11])([CH3:10])[CH3:9])[CH:3]=1.Br[C:13]1[CH:22]=[CH:21][C:20]([O:23][CH3:24])=[CH:19][C:14]=1[C:15]([O:17][CH3:18])=[O:16].C(=O)([O-])[O-].[Cs+].[Cs+].C1C=CC(P(C2C(C3C(P(C4C=CC=CC=4)C4C=CC=CC=4)=CC=C4C=3C=CC=C4)=C3C(C=CC=C3)=CC=2)C2C=CC=CC=2)=CC=1. (5) Given the product [CH3:41][O:40][C:37]1[CH:36]=[CH:35][C:34]([C:33]([C:32]2[CH:31]=[CH:30][C:29]([O:28][CH3:27])=[CH:50][CH:49]=2)([C:42]2[CH:47]=[CH:46][CH:45]=[CH:44][CH:43]=2)[NH:19][C:13]2[O:14][CH2:15][C:16]([F:18])([F:17])[C@:5]3([N:12]=2)[C:4]2[C:9](=[CH:10][CH:11]=[C:2]([Br:1])[CH:3]=2)[S:8][CH2:7][CH2:6]3)=[CH:39][CH:38]=1, predict the reactants needed to synthesize it. The reactants are: [Br:1][C:2]1[CH:3]=[C:4]2[C:9](=[CH:10][CH:11]=1)[S:8][CH2:7][CH2:6][C@@:5]12[C:16]([F:18])([F:17])[CH2:15][O:14][C:13]([NH2:19])=[N:12]1.C(N(CC)CC)C.[CH3:27][O:28][C:29]1[CH:50]=[CH:49][C:32]([C:33](Cl)([C:42]2[CH:47]=[CH:46][CH:45]=[CH:44][CH:43]=2)[C:34]2[CH:39]=[CH:38][C:37]([O:40][CH3:41])=[CH:36][CH:35]=2)=[CH:31][CH:30]=1.